From a dataset of Forward reaction prediction with 1.9M reactions from USPTO patents (1976-2016). Predict the product of the given reaction. Given the reactants F[C:2]1[CH:3]=[N:4][CH:5]=[CH:6][C:7]=1[C:8]1[O:9][C:10]2[CH:16]=[CH:15][C:14]([C:17]([F:20])([F:19])[F:18])=[CH:13][C:11]=2[N:12]=1.C(=O)([O-])[O-].[K+].[K+].[F:27][C:28]([F:35])([C:31]([F:34])([F:33])[F:32])[CH2:29][OH:30], predict the reaction product. The product is: [F:27][C:28]([F:35])([C:31]([F:34])([F:33])[F:32])[CH2:29][O:30][C:2]1[CH:3]=[N:4][CH:5]=[CH:6][C:7]=1[C:8]1[O:9][C:10]2[CH:16]=[CH:15][C:14]([C:17]([F:20])([F:19])[F:18])=[CH:13][C:11]=2[N:12]=1.